Task: Predict the reactants needed to synthesize the given product.. Dataset: Full USPTO retrosynthesis dataset with 1.9M reactions from patents (1976-2016) (1) Given the product [CH2:1]([C:8]1[CH:9]=[C:10]([CH:22]=[CH:23][CH:24]=1)[CH2:11][N:12]1[CH:17]=[CH:16][CH:15]=[C:14]([C:18]([NH:25][C@@H:26]([CH2:34][CH2:35][CH2:36][NH:37][C:38]([NH:40][S:41]([C:44]2[C:45]([CH3:58])=[C:46]3[C:51](=[C:52]([CH3:55])[C:53]=2[CH3:54])[O:50][C:49]([CH3:57])([CH3:56])[CH2:48][CH2:47]3)(=[O:42])=[O:43])=[NH:39])[C:27]([O:29][C:30]([CH3:31])([CH3:32])[CH3:33])=[O:28])=[O:19])[C:13]1=[O:21])[C:2]1[CH:3]=[CH:4][CH:5]=[CH:6][CH:7]=1, predict the reactants needed to synthesize it. The reactants are: [CH2:1]([C:8]1[CH:9]=[C:10]([CH:22]=[CH:23][CH:24]=1)[CH2:11][N:12]1[CH:17]=[CH:16][CH:15]=[C:14]([C:18](O)=[O:19])[C:13]1=[O:21])[C:2]1[CH:7]=[CH:6][CH:5]=[CH:4][CH:3]=1.[NH2:25][C@@H:26]([CH2:34][CH2:35][CH2:36][NH:37][C:38]([NH:40][S:41]([C:44]1[C:45]([CH3:58])=[C:46]2[C:51](=[C:52]([CH3:55])[C:53]=1[CH3:54])[O:50][C:49]([CH3:57])([CH3:56])[CH2:48][CH2:47]2)(=[O:43])=[O:42])=[NH:39])[C:27]([O:29][C:30]([CH3:33])([CH3:32])[CH3:31])=[O:28].CN(C(ON1N=NC2C=CC=CC1=2)=[N+](C)C)C.F[P-](F)(F)(F)(F)F.CCN(C(C)C)C(C)C. (2) The reactants are: [CH3:1][C@H:2]1[CH2:7][O:6][CH2:5][CH2:4][N:3]1[C:8]1[CH:13]=[C:12]([CH2:14]OS(C)(=O)=O)[N:11]=[C:10]([C:20]2[CH:25]=[CH:24][C:23]([NH:26][C:27]([NH:29][C:30]3[CH:35]=[CH:34][CH:33]=[CH:32][CH:31]=3)=[O:28])=[CH:22][CH:21]=2)[N:9]=1.[NH2:36][C:37]1[CH:42]=[CH:41][CH:40]=[CH:39][CH:38]=1. Given the product [NH:36]([CH2:14][C:12]1[CH:13]=[C:8]([N:3]2[CH2:4][CH2:5][O:6][CH2:7][C@@H:2]2[CH3:1])[N:9]=[C:10]([C:20]2[CH:21]=[CH:22][C:23]([NH:26][C:27]([NH:29][C:30]3[CH:31]=[CH:32][CH:33]=[CH:34][CH:35]=3)=[O:28])=[CH:24][CH:25]=2)[N:11]=1)[C:37]1[CH:42]=[CH:41][CH:40]=[CH:39][CH:38]=1, predict the reactants needed to synthesize it. (3) Given the product [F:51][C:52]1[CH:53]=[C:54]2[C:58](=[CH:59][CH:60]=1)[N:57]([NH:61][C:8]([C:7]1[C:2]([CH3:1])=[N:3][C:4]([C:11]3[CH:12]=[N:13][CH:14]=[CH:15][CH:16]=3)=[N:5][CH:6]=1)=[O:10])[CH:56]=[C:55]2[CH3:62], predict the reactants needed to synthesize it. The reactants are: [CH3:1][C:2]1[C:7]([C:8]([OH:10])=O)=[CH:6][N:5]=[C:4]([C:11]2[CH:12]=[N:13][CH:14]=[CH:15][CH:16]=2)[N:3]=1.CN(C(ON1N=NC2C=CC(=CC1=2)Cl)=[N+](C)C)C.F[P-](F)(F)(F)(F)F.CCN(C(C)C)C(C)C.[F:51][C:52]1[CH:53]=[C:54]2[C:58](=[CH:59][CH:60]=1)[N:57]([NH2:61])[CH:56]=[C:55]2[CH3:62].